This data is from Full USPTO retrosynthesis dataset with 1.9M reactions from patents (1976-2016). The task is: Predict the reactants needed to synthesize the given product. (1) Given the product [CH:24]([C:23]1[C:22](=[O:26])[O:21][CH2:20][C:19]=1[N:3]1[CH2:4][CH2:5][C:6]2([CH2:7][CH2:8][N:9]([C:12]([O:14][C:15]([CH3:18])([CH3:17])[CH3:16])=[O:13])[CH2:10][CH2:11]2)[C:2]1=[O:1])=[O:28], predict the reactants needed to synthesize it. The reactants are: [O:1]=[C:2]1[C:6]2([CH2:11][CH2:10][N:9]([C:12]([O:14][C:15]([CH3:18])([CH3:17])[CH3:16])=[O:13])[CH2:8][CH2:7]2)[CH2:5][CH2:4][N:3]1[C:19]1[CH2:20][O:21][C:22](=[O:26])[C:23]=1[CH:24]=C.I([O-])(=O)(=O)=[O:28].[Na+]. (2) Given the product [C:1]([O:5][C:6]([NH:8][CH2:9][C@H:10]1[CH2:15][CH2:14][C@H:13]([C:16]([NH:18][C@H:19]([C:37](=[O:50])[NH:38][C:39]2[CH:44]=[CH:43][C:42]([C:45]3[N:46]=[N:47][NH:48][N:49]=3)=[CH:41][CH:40]=2)[CH2:20][C:21]2[CH:26]=[CH:25][C:24]([C:27]3[CH:32]=[CH:31][C:30]([C:33]([NH:51][CH:52]4[CH2:53][CH2:54][N:55]([C:58]([O:60][C:61]([CH3:64])([CH3:63])[CH3:62])=[O:59])[CH2:56][CH2:57]4)=[O:34])=[CH:29][C:28]=3[CH3:36])=[CH:23][CH:22]=2)=[O:17])[CH2:12][CH2:11]1)=[O:7])([CH3:4])([CH3:2])[CH3:3], predict the reactants needed to synthesize it. The reactants are: [C:1]([O:5][C:6]([NH:8][CH2:9][C@H:10]1[CH2:15][CH2:14][C@H:13]([C:16]([NH:18][C@H:19]([C:37](=[O:50])[NH:38][C:39]2[CH:44]=[CH:43][C:42]([C:45]3[N:46]=[N:47][NH:48][N:49]=3)=[CH:41][CH:40]=2)[CH2:20][C:21]2[CH:26]=[CH:25][C:24]([C:27]3[CH:32]=[CH:31][C:30]([C:33](O)=[O:34])=[CH:29][C:28]=3[CH3:36])=[CH:23][CH:22]=2)=[O:17])[CH2:12][CH2:11]1)=[O:7])([CH3:4])([CH3:3])[CH3:2].[NH2:51][CH:52]1[CH2:57][CH2:56][N:55]([C:58]([O:60][C:61]([CH3:64])([CH3:63])[CH3:62])=[O:59])[CH2:54][CH2:53]1.F[P-](F)(F)(F)(F)F.CN(C(ON1C2=NC=CC=C2N=N1)=[N+](C)C)C.C(N(CC)C(C)C)(C)C. (3) Given the product [CH2:1]([O:3][C:4]1[C:8]([CH2:9][CH2:10][CH2:11][O:12][C:28]2[CH:27]=[C:26]([CH2:30][CH2:31][C:32]([OH:34])=[O:33])[CH:25]=[CH:24][CH:29]=2)=[CH:7][N:6]([C:13]2[CH:18]=[CH:17][C:16]([C:19]([F:21])([F:20])[F:22])=[CH:15][N:14]=2)[N:5]=1)[CH3:2], predict the reactants needed to synthesize it. The reactants are: [CH2:1]([O:3][C:4]1[C:8]([CH2:9][CH2:10][CH2:11][OH:12])=[CH:7][N:6]([C:13]2[CH:18]=[CH:17][C:16]([C:19]([F:22])([F:21])[F:20])=[CH:15][N:14]=2)[N:5]=1)[CH3:2].O[C:24]1[CH:25]=[C:26]([CH2:30][CH2:31][C:32]([O:34]C)=[O:33])[CH:27]=[CH:28][CH:29]=1.C(P(CCCC)CCCC)CCC.N(C(N1CCCCC1)=O)=NC(N1CCCCC1)=O.